From a dataset of Peptide-MHC class II binding affinity with 134,281 pairs from IEDB. Regression. Given a peptide amino acid sequence and an MHC pseudo amino acid sequence, predict their binding affinity value. This is MHC class II binding data. (1) The peptide sequence is RKPLDNIKDNVGKME. The MHC is DRB1_1101 with pseudo-sequence DRB1_1101. The binding affinity (normalized) is 0.241. (2) The peptide sequence is FPGGKCSGITVSSTY. The MHC is HLA-DPA10103-DPB10301 with pseudo-sequence HLA-DPA10103-DPB10301. The binding affinity (normalized) is 0. (3) The peptide sequence is FVVTGRVYCDPCRAG. The MHC is HLA-DPA10301-DPB10402 with pseudo-sequence HLA-DPA10301-DPB10402. The binding affinity (normalized) is 0.163. (4) The peptide sequence is VQDPKFWELVDEERK. The MHC is DRB3_0301 with pseudo-sequence DRB3_0301. The binding affinity (normalized) is 0.490. (5) The peptide sequence is LVGPFNFRFMSKGGMRNVFDEVIPT. The MHC is HLA-DPA10201-DPB10101 with pseudo-sequence HLA-DPA10201-DPB10101. The binding affinity (normalized) is 0.487.